Dataset: Forward reaction prediction with 1.9M reactions from USPTO patents (1976-2016). Task: Predict the product of the given reaction. (1) The product is: [F:1][C:2]([F:7])([F:6])[C:3]([OH:5])=[O:4].[CH2:8]([S:10]([N:13]1[CH2:18][CH2:17][CH:16]([C:19]2[C:27]3[C:22](=[C:23]([C:43]([NH2:45])=[O:44])[CH:24]=[C:25]([C:28]4[CH:33]=[C:32]([CH2:34][NH:35][CH2:36][CH2:37][CH:47]([CH3:51])[CH3:48])[CH:31]=[C:30]([F:42])[CH:29]=4)[CH:26]=3)[NH:21][CH:20]=2)[CH2:15][CH2:14]1)(=[O:12])=[O:11])[CH3:9]. Given the reactants [F:1][C:2]([F:7])([F:6])[C:3]([OH:5])=[O:4].[CH2:8]([S:10]([N:13]1[CH2:18][CH2:17][CH:16]([C:19]2[C:27]3[C:22](=[C:23]([C:43]([NH2:45])=[O:44])[CH:24]=[C:25]([C:28]4[CH:33]=[C:32]([CH2:34][NH:35][CH2:36][C@@H:37]5CCCO5)[CH:31]=[C:30]([F:42])[CH:29]=4)[CH:26]=3)[NH:21][CH:20]=2)[CH2:15][CH2:14]1)(=[O:12])=[O:11])[CH3:9].O1CC[CH2:48][C@H:47]1[CH2:51]N, predict the reaction product. (2) Given the reactants N#N.[C:3]([C:6]1[O:10][C:9]([CH2:11][C:12]2[S:13][CH:14]=[C:15](C(O)=O)[N:16]=2)=[CH:8][CH:7]=1)(=[O:5])[CH3:4].CC[N:22](CC)CC.C1C=CC(P(N=[N+]=[N-])(C2C=CC=CC=2)=O)=CC=1.[C:44]([O-:47])(O)=[O:45].[Na+].[C:49]1([CH3:55])[CH:54]=CC=C[CH:50]=1, predict the reaction product. The product is: [C:49]([O:47][C:44](=[O:45])[NH:22][C:15]1[N:16]=[C:12]([CH2:11][C:9]2[O:10][C:6]([C:3](=[O:5])[CH3:4])=[CH:7][CH:8]=2)[S:13][CH:14]=1)([CH3:55])([CH3:54])[CH3:50]. (3) Given the reactants [S:1]1[C:5]2=[N:6][C:7]3[NH:8][C:9]4[C:14]([C:15]=3[C:16]([C:17]([O:19]C)=[O:18])=[C:4]2[CH:3]=[CH:2]1)=[CH:13][CH:12]=[CH:11][CH:10]=4.Cl, predict the reaction product. The product is: [CH2:15]([N:8]1[C:7]2[N:6]=[C:5]3[S:1][CH:2]=[CH:3][C:4]3=[C:16]([C:17]([OH:19])=[O:18])[C:15]=2[C:14]2[C:9]1=[CH:10][CH:11]=[CH:12][CH:13]=2)[C:14]1[CH:9]=[CH:10][CH:11]=[CH:12][CH:13]=1. (4) Given the reactants [NH2:1][CH2:2][CH2:3][C:4]1[CH:5]=[C:6]([NH:10][C:11]([NH:13][C:14]2[CH:19]=[CH:18][CH:17]=[CH:16][C:15]=2[C:20]2[CH:25]=[CH:24][CH:23]=[CH:22][CH:21]=2)=[O:12])[CH:7]=[CH:8][CH:9]=1.[CH2:26]([O:33][C:34]1[CH:39]=[CH:38][C:37]([C@@H:40]([O:43][Si:44]([C:47]([CH3:50])([CH3:49])[CH3:48])([CH3:46])[CH3:45])[CH2:41]Br)=[CH:36][C:35]=1[NH:51][CH:52]=[O:53])[C:27]1[CH:32]=[CH:31][CH:30]=[CH:29][CH:28]=1.C(=O)([O-])O.[Na+].[I-].[Na+], predict the reaction product. The product is: [CH2:26]([O:33][C:34]1[CH:39]=[CH:38][C:37]([C@@H:40]([O:43][Si:44]([C:47]([CH3:48])([CH3:49])[CH3:50])([CH3:45])[CH3:46])[CH2:41][NH:1][CH2:2][CH2:3][C:4]2[CH:5]=[C:6]([NH:10][C:11]([NH:13][C:14]3[CH:19]=[CH:18][CH:17]=[CH:16][C:15]=3[C:20]3[CH:21]=[CH:22][CH:23]=[CH:24][CH:25]=3)=[O:12])[CH:7]=[CH:8][CH:9]=2)=[CH:36][C:35]=1[NH:51][CH:52]=[O:53])[C:27]1[CH:28]=[CH:29][CH:30]=[CH:31][CH:32]=1. (5) Given the reactants [CH2:1]([NH2:10])[CH2:2][CH2:3][CH2:4][CH2:5][CH2:6][CH2:7][CH2:8][CH3:9].C(#N)C.[CH2:14]=[C:15]([C:20]([F:23])([F:22])[F:21])[C:16]([F:19])([F:18])[F:17], predict the reaction product. The product is: [CH2:1]([NH:10][CH2:14][CH:15]([C:20]([F:23])([F:22])[F:21])[C:16]([F:19])([F:18])[F:17])[CH2:2][CH2:3][CH2:4][CH2:5][CH2:6][CH2:7][CH2:8][CH3:9]. (6) Given the reactants F[C:2]1[C:7]([C:8]2[CH:13]=[CH:12][CH:11]=[C:10]([N:14]3[C:18]([C:19]([F:22])([F:21])[F:20])=[C:17]([C:23]([O:25]CC)=[O:24])[CH:16]=[N:15]3)[N:9]=2)=[CH:6][C:5]([C:28]([F:31])([F:30])[F:29])=[CH:4][N:3]=1.[CH3:32][C:33]1[CH:34]=[C:35]([C:41]2[CH:46]=[CH:45][C:44]([C:47]([F:50])([F:49])[F:48])=[CH:43][CH:42]=2)[CH:36]=[CH:37][C:38]=1[CH2:39][OH:40], predict the reaction product. The product is: [CH3:32][C:33]1[CH:34]=[C:35]([C:41]2[CH:46]=[CH:45][C:44]([C:47]([F:48])([F:49])[F:50])=[CH:43][CH:42]=2)[CH:36]=[CH:37][C:38]=1[CH2:39][O:40][C:2]1[C:7]([C:8]2[CH:13]=[CH:12][CH:11]=[C:10]([N:14]3[C:18]([C:19]([F:22])([F:20])[F:21])=[C:17]([C:23]([OH:25])=[O:24])[CH:16]=[N:15]3)[N:9]=2)=[CH:6][C:5]([C:28]([F:30])([F:31])[F:29])=[CH:4][N:3]=1. (7) The product is: [C:40]([O:44][C:45]([NH:47][C@H:48]([C:50]([NH:1][C:2]1[CH:7]=[C:6]([CH2:8][C@H:9]2[C:12](=[O:13])[N:11]([C:14](=[O:29])[NH:15][C@@H:16]([C:18]3[CH:28]=[CH:27][C:21]4[O:22][C:23]([F:26])([F:25])[O:24][C:20]=4[CH:19]=3)[CH3:17])[C@@H:10]2[C:30]([O:32][CH2:33][C:34]2[CH:39]=[CH:38][CH:37]=[CH:36][CH:35]=2)=[O:31])[CH:5]=[CH:4][N:3]=1)=[O:51])[CH3:49])=[O:46])([CH3:42])([CH3:43])[CH3:41]. Given the reactants [NH2:1][C:2]1[CH:7]=[C:6]([CH2:8][C@H:9]2[C:12](=[O:13])[N:11]([C:14](=[O:29])[NH:15][C@@H:16]([C:18]3[CH:28]=[CH:27][C:21]4[O:22][C:23]([F:26])([F:25])[O:24][C:20]=4[CH:19]=3)[CH3:17])[C@@H:10]2[C:30]([O:32][CH2:33][C:34]2[CH:39]=[CH:38][CH:37]=[CH:36][CH:35]=2)=[O:31])[CH:5]=[CH:4][N:3]=1.[C:40]([O:44][C:45]([NH:47][C@H:48]([C:50](O)=[O:51])[CH3:49])=[O:46])([CH3:43])([CH3:42])[CH3:41].C(N(CC)C(C)C)(C)C.F[P-](F)(F)(F)(F)F.C[N+](C)=C(N(C)C)ON1C2N=CC=CC=2N=N1, predict the reaction product.